This data is from NCI-60 drug combinations with 297,098 pairs across 59 cell lines. The task is: Regression. Given two drug SMILES strings and cell line genomic features, predict the synergy score measuring deviation from expected non-interaction effect. (1) Drug 1: C1C(C(OC1N2C=NC3=C(N=C(N=C32)Cl)N)CO)O. Drug 2: C#CCC(CC1=CN=C2C(=N1)C(=NC(=N2)N)N)C3=CC=C(C=C3)C(=O)NC(CCC(=O)O)C(=O)O. Cell line: MALME-3M. Synergy scores: CSS=31.1, Synergy_ZIP=-8.91, Synergy_Bliss=-5.77, Synergy_Loewe=-1.85, Synergy_HSA=-1.51. (2) Drug 1: CC1=C(C=C(C=C1)NC(=O)C2=CC=C(C=C2)CN3CCN(CC3)C)NC4=NC=CC(=N4)C5=CN=CC=C5. Cell line: COLO 205. Drug 2: CCCCC(=O)OCC(=O)C1(CC(C2=C(C1)C(=C3C(=C2O)C(=O)C4=C(C3=O)C=CC=C4OC)O)OC5CC(C(C(O5)C)O)NC(=O)C(F)(F)F)O. Synergy scores: CSS=58.0, Synergy_ZIP=1.11, Synergy_Bliss=0.241, Synergy_Loewe=-13.0, Synergy_HSA=2.02. (3) Drug 1: CC1C(C(=O)NC(C(=O)N2CCCC2C(=O)N(CC(=O)N(C(C(=O)O1)C(C)C)C)C)C(C)C)NC(=O)C3=C4C(=C(C=C3)C)OC5=C(C(=O)C(=C(C5=N4)C(=O)NC6C(OC(=O)C(N(C(=O)CN(C(=O)C7CCCN7C(=O)C(NC6=O)C(C)C)C)C)C(C)C)C)N)C. Drug 2: CCN(CC)CCCC(C)NC1=C2C=C(C=CC2=NC3=C1C=CC(=C3)Cl)OC. Cell line: OVCAR3. Synergy scores: CSS=31.8, Synergy_ZIP=-5.12, Synergy_Bliss=6.07, Synergy_Loewe=4.13, Synergy_HSA=6.02. (4) Drug 1: C1=NC2=C(N=C(N=C2N1C3C(C(C(O3)CO)O)F)Cl)N. Drug 2: CC1C(C(CC(O1)OC2CC(CC3=C2C(=C4C(=C3O)C(=O)C5=CC=CC=C5C4=O)O)(C(=O)C)O)N)O. Cell line: COLO 205. Synergy scores: CSS=62.4, Synergy_ZIP=-8.38, Synergy_Bliss=-5.72, Synergy_Loewe=-4.37, Synergy_HSA=-2.75. (5) Cell line: HT29. Drug 2: CC1=C(N=C(N=C1N)C(CC(=O)N)NCC(C(=O)N)N)C(=O)NC(C(C2=CN=CN2)OC3C(C(C(C(O3)CO)O)O)OC4C(C(C(C(O4)CO)O)OC(=O)N)O)C(=O)NC(C)C(C(C)C(=O)NC(C(C)O)C(=O)NCCC5=NC(=CS5)C6=NC(=CS6)C(=O)NCCC[S+](C)C)O. Synergy scores: CSS=24.9, Synergy_ZIP=-0.741, Synergy_Bliss=2.66, Synergy_Loewe=3.05, Synergy_HSA=2.04. Drug 1: COC1=C(C=C2C(=C1)N=CN=C2NC3=CC(=C(C=C3)F)Cl)OCCCN4CCOCC4. (6) Drug 1: COC1=CC(=CC(=C1O)OC)C2C3C(COC3=O)C(C4=CC5=C(C=C24)OCO5)OC6C(C(C7C(O6)COC(O7)C8=CC=CS8)O)O. Drug 2: CCN(CC)CCNC(=O)C1=C(NC(=C1C)C=C2C3=C(C=CC(=C3)F)NC2=O)C. Cell line: SR. Synergy scores: CSS=62.6, Synergy_ZIP=2.88, Synergy_Bliss=1.13, Synergy_Loewe=-19.6, Synergy_HSA=-0.0564. (7) Drug 1: CC1=C(C=C(C=C1)NC(=O)C2=CC=C(C=C2)CN3CCN(CC3)C)NC4=NC=CC(=N4)C5=CN=CC=C5. Drug 2: CC(C)NC(=O)C1=CC=C(C=C1)CNNC.Cl. Cell line: HCT-15. Synergy scores: CSS=-5.64, Synergy_ZIP=1.50, Synergy_Bliss=1.80, Synergy_Loewe=-4.45, Synergy_HSA=-4.29. (8) Drug 1: CC=C1C(=O)NC(C(=O)OC2CC(=O)NC(C(=O)NC(CSSCCC=C2)C(=O)N1)C(C)C)C(C)C. Drug 2: CCC1(CC2CC(C3=C(CCN(C2)C1)C4=CC=CC=C4N3)(C5=C(C=C6C(=C5)C78CCN9C7C(C=CC9)(C(C(C8N6C)(C(=O)OC)O)OC(=O)C)CC)OC)C(=O)OC)O.OS(=O)(=O)O. Cell line: A498. Synergy scores: CSS=22.9, Synergy_ZIP=-6.56, Synergy_Bliss=-2.24, Synergy_Loewe=-18.5, Synergy_HSA=-0.507. (9) Drug 1: C(CN)CNCCSP(=O)(O)O. Drug 2: CC1C(C(CC(O1)OC2CC(CC3=C2C(=C4C(=C3O)C(=O)C5=CC=CC=C5C4=O)O)(C(=O)C)O)N)O. Cell line: HS 578T. Synergy scores: CSS=45.8, Synergy_ZIP=4.15, Synergy_Bliss=3.77, Synergy_Loewe=-62.9, Synergy_HSA=3.05.